From a dataset of Forward reaction prediction with 1.9M reactions from USPTO patents (1976-2016). Predict the product of the given reaction. (1) The product is: [Cl:1][C:2]1[CH:3]=[C:4]([C:10]2[C:11]([CH3:27])=[N:12][N:13]([CH2:16][C:17]3[CH:18]=[CH:19][C:20]([C:23]([NH:29][NH2:30])=[O:24])=[N:21][CH:22]=3)[C:14]=2[CH3:15])[CH:5]=[CH:6][C:7]=1[C:8]#[N:9]. Given the reactants [Cl:1][C:2]1[CH:3]=[C:4]([C:10]2[C:11]([CH3:27])=[N:12][N:13]([CH2:16][C:17]3[CH:18]=[CH:19][C:20]([C:23](OC)=[O:24])=[N:21][CH:22]=3)[C:14]=2[CH3:15])[CH:5]=[CH:6][C:7]=1[C:8]#[N:9].O.[NH2:29][NH2:30].CCOCC, predict the reaction product. (2) Given the reactants Cl[C:2]1[N:7]=[N:6][CH:5]=[C:4]([N:8]2[CH:12]=[CH:11][C:10]([N:13]3[CH2:18][C@H:17]([CH3:19])[O:16][C@H:15]([C@@H:20]([OH:28])[C:21]([O:23][C:24]([CH3:27])([CH3:26])[CH3:25])=[O:22])[C:14]3=[O:29])=[N:9]2)[CH:3]=1.[CH3:30][N:31](C=O)C, predict the reaction product. The product is: [C:30]([C:2]1[N:7]=[N:6][CH:5]=[C:4]([N:8]2[CH:12]=[CH:11][C:10]([N:13]3[CH2:18][C@H:17]([CH3:19])[O:16][C@H:15]([C@@H:20]([OH:28])[C:21]([O:23][C:24]([CH3:27])([CH3:26])[CH3:25])=[O:22])[C:14]3=[O:29])=[N:9]2)[CH:3]=1)#[N:31]. (3) Given the reactants [F:1][C:2]1[CH:3]=[C:4](I)[CH:5]=[CH:6][CH:7]=1.[CH:9]1([NH2:13])[CH2:12][CH2:11][CH2:10]1.CC(C)([O-])C.[Na+], predict the reaction product. The product is: [CH:9]1([NH:13][C:4]2[CH:5]=[CH:6][CH:7]=[C:2]([F:1])[CH:3]=2)[CH2:12][CH2:11][CH2:10]1. (4) Given the reactants CC(C)=[O:3].[Cl:5][C:6]1[CH:32]=[CH:31][C:9]([CH2:10][N:11]2[CH:16]=[N:15][C:14]([NH:17][CH:18]3[CH2:22][CH2:21][C:20]([C:23]4[CH:28]=[CH:27][C:26]([F:29])=[CH:25][CH:24]=4)=[CH:19]3)=[N:13][C:12]2=[O:30])=[CH:8][CH:7]=1.C[N+]1([O-])CCOCC1.S([O-])([O-])(=O)=S.[Na+].[Na+].[OH2:48], predict the reaction product. The product is: [Cl:5][C:6]1[CH:7]=[CH:8][C:9]([CH2:10][N:11]2[CH:16]=[N:15][C:14]([NH:17][CH:18]3[CH2:22][CH2:21][C:20]([C:23]4[CH:24]=[CH:25][C:26]([F:29])=[CH:27][CH:28]=4)([OH:48])[CH:19]3[OH:3])=[N:13][C:12]2=[O:30])=[CH:31][CH:32]=1. (5) Given the reactants [H-].[Na+].[F:3][C:4]1[CH:5]=[C:6]([CH:11]2[CH2:16][N:15]([C:17]([O:19][C:20]([CH3:23])([CH3:22])[CH3:21])=[O:18])[CH:14]([CH:24]3[CH2:29][CH2:28][O:27][CH2:26][CH2:25]3)[C:13](=[O:30])[NH:12]2)[CH:7]=[C:8]([F:10])[CH:9]=1.Br[CH2:32][C:33]([O:35][CH3:36])=[O:34], predict the reaction product. The product is: [F:3][C:4]1[CH:5]=[C:6]([CH:11]2[CH2:16][N:15]([C:17]([O:19][C:20]([CH3:23])([CH3:22])[CH3:21])=[O:18])[CH:14]([CH:24]3[CH2:25][CH2:26][O:27][CH2:28][CH2:29]3)[C:13](=[O:30])[N:12]2[CH2:32][C:33]([O:35][CH3:36])=[O:34])[CH:7]=[C:8]([F:10])[CH:9]=1. (6) Given the reactants Cl.[NH2:2][C@@H:3]1[CH2:7][CH2:6][C@@:5]([C:11]([N:13]2[CH2:18][CH2:17][C:16]([C:20]3[CH:25]=[CH:24][CH:23]=[CH:22][C:21]=3[C:26]([F:29])([F:28])[F:27])([OH:19])[CH2:15][CH2:14]2)=[O:12])([CH:8]([CH3:10])[CH3:9])[CH2:4]1.[CH3:30][CH:31]1[C:36](=O)[CH2:35][CH2:34][O:33][CH2:32]1.C([N:40](CC)CC)C.[C:45](O[BH-](OC(=O)C)OC(=O)C)(=[O:47])C.[Na+].C([O-])(O)=O.[Na+], predict the reaction product. The product is: [NH4+:2].[OH-:12].[NH4+:40].[OH-:33].[CH3:45][OH:47].[CH:8]([C@:5]1([C:11]([N:13]2[CH2:18][CH2:17][C:16]([C:20]3[CH:25]=[CH:24][CH:23]=[CH:22][C:21]=3[C:26]([F:29])([F:27])[F:28])([OH:19])[CH2:15][CH2:14]2)=[O:12])[CH2:6][CH2:7][C@@H:3]([NH:2][CH:36]2[CH2:35][CH2:34][O:33][CH2:32][CH:31]2[CH3:30])[CH2:4]1)([CH3:10])[CH3:9].